Dataset: Forward reaction prediction with 1.9M reactions from USPTO patents (1976-2016). Task: Predict the product of the given reaction. (1) Given the reactants [O:1]1[CH2:6][CH2:5][C:4](=[O:7])[CH2:3][CH2:2]1.II.Br[CH2:11][C:12]([O:14][CH2:15][CH3:16])=[O:13].S(=O)(=O)(O)O, predict the reaction product. The product is: [OH:7][C:4]1([CH2:11][C:12]([O:14][CH2:15][CH3:16])=[O:13])[CH2:5][CH2:6][O:1][CH2:2][CH2:3]1. (2) Given the reactants [CH2:1]([C:7]1[CH:8]=[CH:9][C:10]2[CH2:11][C:12]3[C:25]([C:26](=O)[C:27]=2[CH:28]=1)=[CH:24][C:23]1[CH2:22][C:21]2[C:16](=[CH:17][C:18]([CH2:30][CH2:31][CH2:32][CH2:33][CH2:34][CH3:35])=[CH:19][CH:20]=2)[C:15](=O)[C:14]=1[CH:13]=3)[CH2:2][CH2:3][CH2:4][CH2:5][CH3:6], predict the reaction product. The product is: [CH2:1]([C:7]1[CH:8]=[CH:9][C:10]2[C:27](=[CH:26][C:25]3[C:12]([CH:11]=2)=[CH:13][C:14]2[C:23](=[CH:22][C:21]4[C:16]([CH:15]=2)=[CH:17][C:18]([CH2:30][CH2:31][CH2:32][CH2:33][CH2:34][CH3:35])=[CH:19][CH:20]=4)[CH:24]=3)[CH:28]=1)[CH2:2][CH2:3][CH2:4][CH2:5][CH3:6]. (3) Given the reactants C(OC([N:8]1[CH2:13][CH2:12][N:11]([C:14]2[C:15]3[C:30]([O:31][CH3:32])=[CH:29][N:28]=[CH:27][C:16]=3[N:17]=[C:18]([C:20]3[CH:25]=[CH:24][N:23]=[C:22](Cl)[CH:21]=3)[N:19]=2)[CH2:10][CH2:9]1)=O)(C)(C)C.[F:33][C:34]1[C:39]([CH3:40])=[CH:38][CH:37]=[CH:36][C:35]=1[NH2:41], predict the reaction product. The product is: [F:33][C:34]1[C:39]([CH3:40])=[CH:38][CH:37]=[CH:36][C:35]=1[NH:41][C:22]1[CH:21]=[C:20]([C:18]2[N:19]=[C:14]([N:11]3[CH2:12][CH2:13][NH:8][CH2:9][CH2:10]3)[C:15]3[C:30]([O:31][CH3:32])=[CH:29][N:28]=[CH:27][C:16]=3[N:17]=2)[CH:25]=[CH:24][N:23]=1. (4) Given the reactants [C:1]([C:3]([C:6]1[CH:7]=[C:8]([CH:36]=[CH:37][CH:38]=1)[C:9]([NH:11][C:12]1[CH:17]=[CH:16][CH:15]=[C:14]([O:18][C:19]2[CH:20]=[N:21][C:22]([NH:25][S:26]([C:29]3[CH:34]=[CH:33][C:32]([CH3:35])=[CH:31][CH:30]=3)(=[O:28])=[O:27])=[CH:23][CH:24]=2)[CH:13]=1)=[O:10])([CH3:5])[CH3:4])#[N:2].C(N(C(C)C)C(C)C)C.I[CH2:49][C:50]([NH2:52])=[O:51], predict the reaction product. The product is: [NH2:52][C:50](=[O:51])[CH2:49][N:21]1[C:22](=[N:25][S:26]([C:29]2[CH:30]=[CH:31][C:32]([CH3:35])=[CH:33][CH:34]=2)(=[O:27])=[O:28])[CH:23]=[CH:24][C:19]([O:18][C:14]2[CH:13]=[C:12]([NH:11][C:9](=[O:10])[C:8]3[CH:36]=[CH:37][CH:38]=[C:6]([C:3]([C:1]#[N:2])([CH3:5])[CH3:4])[CH:7]=3)[CH:17]=[CH:16][CH:15]=2)=[CH:20]1. (5) Given the reactants [H-].[Na+].[Cl:3][C:4]1[N:5]=[C:6]2[C:12]([I:13])=[CH:11][NH:10][C:7]2=[N:8][CH:9]=1.[C:14]1([S:20](Cl)(=[O:22])=[O:21])[CH:19]=[CH:18][CH:17]=[CH:16][CH:15]=1, predict the reaction product. The product is: [Cl:3][C:4]1[N:5]=[C:6]2[C:12]([I:13])=[CH:11][N:10]([S:20]([C:14]3[CH:19]=[CH:18][CH:17]=[CH:16][CH:15]=3)(=[O:22])=[O:21])[C:7]2=[N:8][CH:9]=1. (6) Given the reactants [CH3:1][NH2:2].C(O[C:6](=[O:26])[CH2:7][O:8][C:9]([NH:11][CH2:12][CH2:13][C:14]1[CH:15]=[N:16][C:17]([C:20]2[CH:25]=[CH:24][CH:23]=[CH:22][CH:21]=2)=[CH:18][CH:19]=1)=[O:10])C, predict the reaction product. The product is: [C:20]1([C:17]2[N:16]=[CH:15][C:14]([CH2:13][CH2:12][NH:11][C:9](=[O:10])[O:8][CH2:7][C:6]([NH:2][CH3:1])=[O:26])=[CH:19][CH:18]=2)[CH:21]=[CH:22][CH:23]=[CH:24][CH:25]=1.